Dataset: Forward reaction prediction with 1.9M reactions from USPTO patents (1976-2016). Task: Predict the product of the given reaction. (1) Given the reactants [NH:1]1[CH2:6][CH2:5][CH:4]([C:7]([NH:9][C:10]2[CH:11]=[C:12]([C:16]3[N:25]=[C:24]([NH:26][C:27]4[CH:28]=[C:29]5[C:33](=[CH:34][CH:35]=4)[N:32](C(OC(C)(C)C)=O)[N:31]=[CH:30]5)[C:23]4[C:18](=[CH:19][CH:20]=[CH:21][CH:22]=4)[N:17]=3)[CH:13]=[CH:14][CH:15]=2)=[O:8])[CH2:3][CH2:2]1.C(O)(C(F)(F)F)=O, predict the reaction product. The product is: [NH:32]1[C:33]2[C:29](=[CH:28][C:27]([NH:26][C:24]3[C:23]4[C:18](=[CH:19][CH:20]=[CH:21][CH:22]=4)[N:17]=[C:16]([C:12]4[CH:11]=[C:10]([NH:9][C:7]([CH:4]5[CH2:3][CH2:2][NH:1][CH2:6][CH2:5]5)=[O:8])[CH:15]=[CH:14][CH:13]=4)[N:25]=3)=[CH:35][CH:34]=2)[CH:30]=[N:31]1. (2) Given the reactants [C:1]([N:8]1[CH2:20][CH2:19][C:11]2[NH:12][C:13]3[CH:14]=[CH:15][CH:16]=[CH:17][C:18]=3[C:10]=2[CH2:9]1)([O:3][C:4]([CH3:7])([CH3:6])[CH3:5])=[O:2].[H-].[Na+].Br[CH2:24][C:25]([O:27][CH3:28])=[O:26], predict the reaction product. The product is: [CH3:28][O:27][C:25]([CH2:24][N:12]1[C:13]2[CH:14]=[CH:15][CH:16]=[CH:17][C:18]=2[C:10]2[CH2:9][N:8]([C:1]([O:3][C:4]([CH3:7])([CH3:6])[CH3:5])=[O:2])[CH2:20][CH2:19][C:11]1=2)=[O:26]. (3) Given the reactants [N+:1]([C:4]1[CH:9]=[CH:8][CH:7]=[CH:6][C:5]=1[N:10]1[CH:14]=[CH:13][CH:12]=[C:11]1[CH:15]=[CH:16][CH:17]=[O:18])([O-:3])=[O:2].C(=O)(O)[OH:20].[NH2:23][NH:24][C:25]([NH2:27])=[NH:26], predict the reaction product. The product is: [C:17]([O-:18])(=[O:20])[CH3:16].[N+:1]([C:4]1[CH:9]=[CH:8][CH:7]=[CH:6][C:5]=1[N:10]1[CH:14]=[CH:13][CH:12]=[C:11]1[CH:15]=[CH:16][CH:17]=[N:23][NH:24][C:25]([NH2:27])=[NH2+:26])([O-:3])=[O:2]. (4) Given the reactants [N:1]1[CH:6]=[CH:5][C:4](B(O)O)=[CH:3][C:2]=1[CH3:10].[C:11]([C:13]1([NH:16][C:17]([C@H:19]2[CH2:23][C@H:22]([S:24]([C:27]3[CH:32]=[CH:31][C:30](Br)=[CH:29][C:28]=3[C:34]([F:37])([F:36])[F:35])(=[O:26])=[O:25])[CH2:21][C@@H:20]2[O:38][CH:39]2[CH2:43][CH2:42][CH2:41][CH2:40]2)=[O:18])[CH2:15][CH2:14]1)#[N:12].C(C1(NC([C@H]2C[C@H](S(C3C=CC(Br)=CC=3C(F)(F)F)(=O)=O)C[C@@H]2OC)=O)CC1)#N, predict the reaction product. The product is: [C:11]([C:13]1([NH:16][C:17]([C@H:19]2[CH2:23][C@H:22]([S:24]([C:27]3[CH:32]=[CH:31][C:30]([C:4]4[CH:5]=[CH:6][N:1]=[C:2]([CH3:10])[CH:3]=4)=[CH:29][C:28]=3[C:34]([F:36])([F:35])[F:37])(=[O:26])=[O:25])[CH2:21][C@@H:20]2[O:38][CH:39]2[CH2:43][CH2:42][CH2:41][CH2:40]2)=[O:18])[CH2:14][CH2:15]1)#[N:12].